This data is from Reaction yield outcomes from USPTO patents with 853,638 reactions. The task is: Predict the reaction yield, written as a fraction of the theoretical maximum amount of product (1.0 means a 100% yield; for example, 0.34 means a 34% yield). (1) The reactants are Cl.[O:2]1[CH2:7][CH2:6][CH:5]([NH2:8])[CH2:4][CH2:3]1.C(N(CC)CC)C.[Cl:16][C:17]1[N:22]=[C:21]([N:23]2[CH2:28][CH2:27][O:26][CH2:25][CH2:24]2)[C:20]([N+:29]([O-:31])=[O:30])=[C:19](Cl)[N:18]=1. The catalyst is ClCCl.C(=O)([O-])O.[Na+]. The product is [Cl:16][C:17]1[N:18]=[C:19]([NH:8][CH:5]2[CH2:6][CH2:7][O:2][CH2:3][CH2:4]2)[C:20]([N+:29]([O-:31])=[O:30])=[C:21]([N:23]2[CH2:24][CH2:25][O:26][CH2:27][CH2:28]2)[N:22]=1. The yield is 0.890. (2) The reactants are [CH2:1]([O:8][C:9]1[C:10]([CH3:18])=[N:11][CH:12]=[C:13]([CH3:17])[C:14]=1[CH2:15][OH:16])[C:2]1[CH:7]=[CH:6][CH:5]=[CH:4][CH:3]=1. The catalyst is C1(C)C=CC=CC=1.O=[Mn]=O. The product is [CH2:1]([O:8][C:9]1[C:10]([CH3:18])=[N:11][CH:12]=[C:13]([CH3:17])[C:14]=1[CH:15]=[O:16])[C:2]1[CH:3]=[CH:4][CH:5]=[CH:6][CH:7]=1. The yield is 0.700. (3) The reactants are [OH:1][C:2]1[CH:7]=[CH:6][C:5]([N:8]2[C:13](=[O:14])[C:12]([CH2:15][C:16]3[CH:21]=[CH:20][C:19]([C:22]4[C:23]([C:28]#[N:29])=[CH:24][CH:25]=[CH:26][CH:27]=4)=[CH:18][CH:17]=3)=[C:11]([CH2:30][CH2:31][CH3:32])[N:10]=[C:9]2[CH3:33])=[CH:4][CH:3]=1.I[CH2:35][C:36]([CH3:39])([CH3:38])[CH3:37].[C:40](=[O:43])([O-])[O-:41].[Cs+].[Cs+].C(OCC)(=O)C.C[N:53](C)C=O. The catalyst is O. The product is [CH3:35][C:36]([CH3:39])([CH3:38])[CH2:37][O:1][C:2]1[CH:3]=[CH:4][C:5]([N:8]2[C:13](=[O:14])[C:12]([CH2:15][C:16]3[CH:21]=[CH:20][C:19]([C:22]4[CH:27]=[CH:26][CH:25]=[CH:24][C:23]=4[C:28]4[NH:53][C:40](=[O:43])[O:41][N:29]=4)=[CH:18][CH:17]=3)=[C:11]([CH2:30][CH2:31][CH3:32])[N:10]=[C:9]2[CH3:33])=[CH:6][CH:7]=1. The yield is 0.600. (4) The reactants are [F:1][C:2]([F:19])([F:18])[C:3]1[CH:4]=[C:5]([CH:15]=[CH:16][CH:17]=1)[CH2:6][C:7]1[O:11][N:10]=[C:9]([C:12]([O-:14])=O)[N:8]=1.Cl.[Cl:21][C:22]1[CH:23]=[C:24]2[C:28](=[CH:29][CH:30]=1)[NH:27][CH:26]=[C:25]2[CH2:31][CH2:32][NH2:33].CN(C(ON1N=NC2C=CC=NC1=2)=[N+](C)C)C.F[P-](F)(F)(F)(F)F.C(N(CC)C(C)C)(C)C. The catalyst is C1COCC1.[OH-].[Na+].O.CN(C=O)C. The product is [Cl:21][C:22]1[CH:23]=[C:24]2[C:28](=[CH:29][CH:30]=1)[NH:27][CH:26]=[C:25]2[CH2:31][CH2:32][NH:33][C:12]([C:9]1[N:8]=[C:7]([CH2:6][C:5]2[CH:15]=[CH:16][CH:17]=[C:3]([C:2]([F:1])([F:19])[F:18])[CH:4]=2)[O:11][N:10]=1)=[O:14]. The yield is 0.380.